This data is from Forward reaction prediction with 1.9M reactions from USPTO patents (1976-2016). The task is: Predict the product of the given reaction. (1) Given the reactants [C:1]1([N:7]([C:17]2[CH:22]=[CH:21][CH:20]=[CH:19][CH:18]=2)C(=O)CCCCCCC)[CH:6]=[CH:5][CH:4]=[CH:3][CH:2]=1, predict the reaction product. The product is: [C:17]1([NH:7][C:1]2[CH:2]=[CH:3][CH:4]=[CH:5][CH:6]=2)[CH:18]=[CH:19][CH:20]=[CH:21][CH:22]=1. (2) Given the reactants [Cl:1][C:2]1[CH:3]=[C:4](S(O)(=O)=O)[C:5]2[CH:6]=[CH:7][C:8]([CH3:13])=[N:9][C:10]=2[C:11]=1[OH:12].C([O-])(O)=O.[Na+], predict the reaction product. The product is: [Cl:1][C:2]1[C:11]([OH:12])=[C:10]2[C:5]([CH:6]=[CH:7][C:8]([CH3:13])=[N:9]2)=[CH:4][CH:3]=1. (3) Given the reactants Br[C:2]1[N:6]2[CH2:7][CH2:8][N:9]([C:11]([C:13]3[CH:18]=[CH:17][CH:16]=[C:15]([C:19]([F:22])([F:21])[F:20])[C:14]=3[Cl:23])=[O:12])[CH2:10][C:5]2=[N:4][CH:3]=1.[F:24][C:25]1[CH:26]=[CH:27][C:28]([Sn](C)(C)C)=[N:29][CH:30]=1.[Br-], predict the reaction product. The product is: [Cl:23][C:14]1[C:15]([C:19]([F:22])([F:21])[F:20])=[CH:16][CH:17]=[CH:18][C:13]=1[C:11]([N:9]1[CH2:8][CH2:7][N:6]2[C:2]([C:28]3[CH:27]=[CH:26][C:25]([F:24])=[CH:30][N:29]=3)=[CH:3][N:4]=[C:5]2[CH2:10]1)=[O:12]. (4) Given the reactants [CH2:1]([OH:8])[C:2]1[CH:7]=[CH:6][CH:5]=[CH:4][CH:3]=1.[O:9]=[P:10](Cl)([Cl:12])[Cl:11].C(O)CCO.C([O-])(O)=O.[Na+], predict the reaction product. The product is: [P:10]([Cl:12])([Cl:11])([O:8][CH2:1][C:2]1[CH:7]=[CH:6][CH:5]=[CH:4][CH:3]=1)=[O:9]. (5) Given the reactants C(OC(C1C=NN([C:11]([C:24]2[CH:29]=[CH:28][CH:27]=[CH:26][CH:25]=2)([C:18]2[CH:23]=[CH:22][CH:21]=[CH:20][CH:19]=2)[C:12]2[CH:17]=[CH:16][CH:15]=[CH:14][CH:13]=2)C=1)=O)C.[CH3:30][O:31][C:32]([C:34]1[CH:38]=[C:37]([C:39]([O:41][CH3:42])=[O:40])[NH:36][N:35]=1)=[O:33].[H-].[Na+].C(Cl)(C1C=CC=CC=1)(C1C=CC=CC=1)C1C=CC=CC=1, predict the reaction product. The product is: [C:11]([N:36]1[C:37]([C:39]([O:41][CH3:42])=[O:40])=[CH:38][C:34]([C:32]([O:31][CH3:30])=[O:33])=[N:35]1)([C:12]1[CH:17]=[CH:16][CH:15]=[CH:14][CH:13]=1)([C:24]1[CH:25]=[CH:26][CH:27]=[CH:28][CH:29]=1)[C:18]1[CH:19]=[CH:20][CH:21]=[CH:22][CH:23]=1. (6) Given the reactants [F:1][C:2]1[CH:7]=[CH:6][CH:5]=[CH:4][C:3]=1[C:8]1[C:13]([N+:14]([O-])=O)=[CH:12][CH:11]=[C:10]([N:17]2[CH2:22][CH2:21][N:20]([CH3:23])[CH2:19][CH2:18]2)[CH:9]=1.[C:24]([C:26]1[O:30][C:29]([C:31](O)=[O:32])=[CH:28][CH:27]=1)#[N:25].C(Cl)(=O)C(Cl)=O.CCN(C(C)C)C(C)C, predict the reaction product. The product is: [F:1][C:2]1[CH:7]=[CH:6][CH:5]=[CH:4][C:3]=1[C:8]1[CH:9]=[C:10]([N:17]2[CH2:22][CH2:21][N:20]([CH3:23])[CH2:19][CH2:18]2)[CH:11]=[CH:12][C:13]=1[NH:14][C:31]([C:29]1[O:30][C:26]([C:24]#[N:25])=[CH:27][CH:28]=1)=[O:32]. (7) Given the reactants C([O:5][C:6](=[O:39])[CH2:7][CH2:8][C:9]1[CH:14]=[CH:13][C:12]([O:15][CH2:16][CH2:17][C:18]2[N:19]=[C:20]([C:23]3[CH:28]=[CH:27][CH:26]=[CH:25][CH:24]=3)[O:21][CH:22]=2)=[CH:11][C:10]=1[CH2:29][O:30][C:31](=[O:38])[NH:32][CH:33]1[CH2:37][CH2:36][CH2:35][CH2:34]1)(C)(C)C.FC(F)(F)C(O)=O, predict the reaction product. The product is: [CH:33]1([NH:32][C:31]([O:30][CH2:29][C:10]2[CH:11]=[C:12]([O:15][CH2:16][CH2:17][C:18]3[N:19]=[C:20]([C:23]4[CH:24]=[CH:25][CH:26]=[CH:27][CH:28]=4)[O:21][CH:22]=3)[CH:13]=[CH:14][C:9]=2[CH2:8][CH2:7][C:6]([OH:39])=[O:5])=[O:38])[CH2:37][CH2:36][CH2:35][CH2:34]1.